This data is from Forward reaction prediction with 1.9M reactions from USPTO patents (1976-2016). The task is: Predict the product of the given reaction. (1) Given the reactants Cl[C:2]1[CH:10]=[CH:9][C:8]2[CH2:7][CH:6]([CH2:11][N:12]3[C:17]4=[N:18][C:19]([C:23]5[CH:28]=[CH:27][N:26]=[CH:25][CH:24]=5)=[CH:20][C:21](=[O:22])[N:16]4[CH2:15][C:14]([CH3:30])([CH3:29])[CH2:13]3)[CH2:5][C:4]=2[N:3]=1.C(=O)([O-])[O-].[Na+].[Na+].[N:37]1[CH:42]=[CH:41][C:40](B(O)O)=[CH:39][CH:38]=1.O, predict the reaction product. The product is: [CH3:29][C:14]1([CH3:30])[CH2:15][N:16]2[C:21](=[O:22])[CH:20]=[C:19]([C:23]3[CH:28]=[CH:27][N:26]=[CH:25][CH:24]=3)[N:18]=[C:17]2[N:12]([CH2:11][CH:6]2[CH2:5][C:4]3[N:3]=[C:2]([C:40]4[CH:41]=[CH:42][N:37]=[CH:38][CH:39]=4)[CH:10]=[CH:9][C:8]=3[CH2:7]2)[CH2:13]1. (2) Given the reactants [C:1]([O:5][C:6]([NH:8][C@H:9]([CH2:13][C:14]1[CH:19]=[CH:18][C:17]([C:20]2[CH:25]=[CH:24][C:23]([F:26])=[C:22]([Cl:27])[CH:21]=2)=[CH:16][CH:15]=1)[C:10](O)=[O:11])=[O:7])([CH3:4])([CH3:3])[CH3:2], predict the reaction product. The product is: [C:1]([O:5][C:6](=[O:7])[NH:8][C@@H:9]([CH2:10][OH:11])[CH2:13][C:14]1[CH:19]=[CH:18][C:17]([C:20]2[CH:25]=[CH:24][C:23]([F:26])=[C:22]([Cl:27])[CH:21]=2)=[CH:16][CH:15]=1)([CH3:2])([CH3:4])[CH3:3]. (3) Given the reactants [CH2:1]([C:3]1[N:11]=[C:10]([C:12]([F:15])([F:14])[F:13])[N:9]=[C:8]2[C:4]=1[NH:5][CH:6]=[N:7]2)[CH3:2].[C:16]([C:18]1[CH:19]=[C:20](B(O)O)[CH:21]=[CH:22][CH:23]=1)#[N:17].C(N(CC)CC)C.C(#N)C, predict the reaction product. The product is: [C:16]([C:18]1[CH:23]=[C:22]([N:7]2[CH:6]=[N:5][C:4]3[C:8]2=[N:9][C:10]([C:12]([F:14])([F:15])[F:13])=[N:11][C:3]=3[CH2:1][CH3:2])[CH:21]=[CH:20][CH:19]=1)#[N:17]. (4) Given the reactants I[C:2]1[CH:8]=[CH:7][C:5]([NH2:6])=[CH:4][CH:3]=1.[CH3:9][Si:10]([C:13]#[CH:14])([CH3:12])[CH3:11], predict the reaction product. The product is: [CH3:9][Si:10]([C:13]#[C:14][C:2]1[CH:8]=[CH:7][C:5]([NH2:6])=[CH:4][CH:3]=1)([CH3:12])[CH3:11]. (5) Given the reactants [O:1]1[CH2:7][CH:6]([C:8]2[C:16]3[S:15][C:14]([NH2:17])=[N:13][C:12]=3[C:11]([O:18][CH3:19])=[CH:10][CH:9]=2)[CH2:5][O:4][CH2:3][CH2:2]1.[CH3:20][C:21]1[S:25][C:24]([C:26](O)=[O:27])=[CH:23][CH:22]=1.COC1C2N=C(NC(=O)C3C=CC=CC=3)SC=2C(C2C=CC=CC=2)=CC=1, predict the reaction product. The product is: [O:4]1[CH2:5][CH:6]([C:8]2[C:16]3[S:15][C:14]([NH:17][C:26]([C:24]4[S:25][C:21]([CH3:20])=[CH:22][CH:23]=4)=[O:27])=[N:13][C:12]=3[C:11]([O:18][CH3:19])=[CH:10][CH:9]=2)[CH2:7][O:1][CH2:2][CH2:3]1.